Dataset: Experimentally validated miRNA-target interactions with 360,000+ pairs, plus equal number of negative samples. Task: Binary Classification. Given a miRNA mature sequence and a target amino acid sequence, predict their likelihood of interaction. The miRNA is hsa-miR-4634 with sequence CGGCGCGACCGGCCCGGGG. The protein sequence of the target gene is MATVAAAARGAGARAAAGLRSCGGAVARERPRSGCARRLCSAPAAPAAVDMKSYLWARYHEAKRSTDELVPSIMNNLLNPDAIFSNNEMSLSDIEIYGFDYDYTLVFYSKHLHTLIFNAARDLLINEHRYPVEIRKYEYDPSFAIRGLHYDVQRAVLMKIDAFHYIQMGTVYRGLSVVPDEEVIDMYEGSHVPLEQMSDFYGKSSHGNTMKQFMDIFSLPEMTLLSCVNEHFLKNNIDYEPVHLYKDVKDSIRDVHIKGIMYRAIEADIEKYICYADQTRAVLAKLAAHGKKMFLITNSP.... Result: 0 (no interaction).